From a dataset of Reaction yield outcomes from USPTO patents with 853,638 reactions. Predict the reaction yield, written as a fraction of the theoretical maximum amount of product (1.0 means a 100% yield; for example, 0.34 means a 34% yield). (1) The reactants are [Br:1][C:2]1[CH:3]=[CH:4][C:5]([C:8](=[O:10])[CH3:9])=[N:6][CH:7]=1.[BH4-].[Na+].O.Cl. The catalyst is C(O)C. The product is [Br:1][C:2]1[CH:3]=[CH:4][C:5]([CH:8]([OH:10])[CH3:9])=[N:6][CH:7]=1. The yield is 0.600. (2) The reactants are [NH2:1][C:2]1[CH:7]=[CH:6][C:5]([C:8]2([C:16]#[N:17])[CH2:13][CH2:12][S:11](=[O:15])(=[O:14])[CH2:10][CH2:9]2)=[CH:4][C:3]=1[C:18]1[CH2:23][CH2:22][C:21]([CH3:25])([CH3:24])[CH2:20][CH:19]=1.[K+].[C:27]([C:29]1[N:30]=[C:31]([C:42]([O-])=[O:43])[N:32]([CH2:34][O:35][CH2:36][CH2:37][Si:38]([CH3:41])([CH3:40])[CH3:39])[CH:33]=1)#[N:28].C1CN([P+](Br)(N2CCCC2)N2CCCC2)CC1.F[P-](F)(F)(F)(F)F.CCN(C(C)C)C(C)C. The catalyst is C(Cl)Cl. The product is [C:16]([C:8]1([C:5]2[CH:6]=[CH:7][C:2]([NH:1][C:42]([C:31]3[N:32]([CH2:34][O:35][CH2:36][CH2:37][Si:38]([CH3:41])([CH3:40])[CH3:39])[CH:33]=[C:29]([C:27]#[N:28])[N:30]=3)=[O:43])=[C:3]([C:18]3[CH2:23][CH2:22][C:21]([CH3:25])([CH3:24])[CH2:20][CH:19]=3)[CH:4]=2)[CH2:13][CH2:12][S:11](=[O:15])(=[O:14])[CH2:10][CH2:9]1)#[N:17]. The yield is 0.950. (3) The catalyst is CN(C=O)C.[Cu]I.C1C=CC([P]([Pd]([P](C2C=CC=CC=2)(C2C=CC=CC=2)C2C=CC=CC=2)([P](C2C=CC=CC=2)(C2C=CC=CC=2)C2C=CC=CC=2)[P](C2C=CC=CC=2)(C2C=CC=CC=2)C2C=CC=CC=2)(C2C=CC=CC=2)C2C=CC=CC=2)=CC=1.CCOC(C)=O. The product is [OH:15][CH:13]([C:3]1[O:4][C:5](=[O:12])[C:6]2[C:11]([C:2]=1[C:30]#[C:29][CH2:28][N:17]([CH3:16])[C:18](=[O:27])[O:19][CH2:20][C:21]1[CH:22]=[CH:23][CH:24]=[CH:25][CH:26]=1)=[CH:10][CH:9]=[CH:8][CH:7]=2)[CH3:14]. The reactants are Br[C:2]1[C:11]2[C:6](=[CH:7][CH:8]=[CH:9][CH:10]=2)[C:5](=[O:12])[O:4][C:3]=1[CH:13]([OH:15])[CH3:14].[CH3:16][N:17]([CH2:28][C:29]#[CH:30])[C:18](=[O:27])[O:19][CH2:20][C:21]1[CH:26]=[CH:25][CH:24]=[CH:23][CH:22]=1.C(N(CC)CC)C.CCCCCCC. The yield is 0.910. (4) The reactants are [NH2:1][C:2]1[CH:7]=[CH:6][C:5]([C:8]2[N:9]([CH2:21][CH3:22])[C:10]3[C:15]([C:16]=2[C:17]#[N:18])=[CH:14][CH:13]=[C:12]([O:19][CH3:20])[CH:11]=3)=[CH:4][CH:3]=1.Cl[C:24]([O:26][CH2:27][CH3:28])=[O:25]. The catalyst is CCOC(C)=O.C([O-])(O)=O.[Na+].O. The product is [CH2:27]([O:26][C:24](=[O:25])[NH:1][C:2]1[CH:3]=[CH:4][C:5]([C:8]2[N:9]([CH2:21][CH3:22])[C:10]3[C:15]([C:16]=2[C:17]#[N:18])=[CH:14][CH:13]=[C:12]([O:19][CH3:20])[CH:11]=3)=[CH:6][CH:7]=1)[CH3:28]. The yield is 0.550. (5) The yield is 0.980. The product is [ClH:29].[CH3:1][C:2]1[CH:10]=[CH:9][C:8]2[C:4](=[C:5]3[NH:6][C:11](=[O:28])[CH:12]=[C:13]([CH:15]4[CH2:20][CH2:19][NH:18][CH2:17][CH2:16]4)[N:14]3[N:7]=2)[CH:3]=1. The reactants are [CH3:1][C:2]1[CH:10]=[CH:9][C:8]2[C:4](=[C:5]3[NH:14][C:13]([CH:15]4[CH2:20][CH2:19][N:18](C(OC(C)(C)C)=O)[CH2:17][CH2:16]4)=[CH:12][C:11](=[O:28])[N:6]3[N:7]=2)[CH:3]=1.[ClH:29]. The catalyst is CO.O1CCOCC1. (6) The reactants are N1C2C(=CC=C3C=2N=CC=C3)C=CC=1.[C:15]([O:19][CH3:20])(=[O:18])[C:16]#[CH:17].[N+:21]([CH2:23][C:24]([O:26][CH3:27])=[O:25])#[C-:22]. The catalyst is O1CCOCC1. The product is [NH:21]1[CH:22]=[C:16]([C:15]([O:19][CH3:20])=[O:18])[CH:17]=[C:23]1[C:24]([O:26][CH3:27])=[O:25]. The yield is 0.480.